From a dataset of Forward reaction prediction with 1.9M reactions from USPTO patents (1976-2016). Predict the product of the given reaction. (1) Given the reactants [Cl:1][C:2]1[CH:7]=[CH:6][C:5]([C@H:8]([NH:11][C:12]2[CH:17]=[C:16]([CH:18]3OCC[O:19]3)[C:15]([F:23])=[CH:14][N:13]=2)[CH2:9][CH3:10])=[CH:4][C:3]=1[CH3:24].Br, predict the reaction product. The product is: [Cl:1][C:2]1[CH:7]=[CH:6][C:5]([C@H:8]([NH:11][C:12]2[CH:17]=[C:16]([CH:18]=[O:19])[C:15]([F:23])=[CH:14][N:13]=2)[CH2:9][CH3:10])=[CH:4][C:3]=1[CH3:24]. (2) Given the reactants [CH2:1]([O:3][C:4](=[O:28])[CH2:5][N:6]1[C:14]2[C:9](=[CH:10][CH:11]=[CH:12][CH:13]=2)[C:8]([C:17]2[CH:18]=[C:19]3[C:23](=[CH:24][C:25]=2O)[CH2:22][CH2:21][CH2:20]3)([CH2:15][OH:16])[C:7]1=[O:27])[CH3:2].C1(P(C2C=CC=CC=2)C2C=CC=CC=2)C=CC=CC=1.N(C(OCC)=O)=NC(OCC)=O, predict the reaction product. The product is: [CH2:1]([O:3][C:4](=[O:28])[CH2:5][N:6]1[C:14]2[C:9](=[CH:10][CH:11]=[CH:12][CH:13]=2)[C:8]2([CH2:15][O:16][C:25]3[CH:24]=[C:23]4[C:19](=[CH:18][C:17]2=3)[CH2:20][CH2:21][CH2:22]4)[C:7]1=[O:27])[CH3:2]. (3) Given the reactants [C:1]1([C:7]([C:15]2[CH:20]=[CH:19][CH:18]=[CH:17][CH:16]=2)([CH:9]2[CH2:14][CH2:13][NH:12][CH2:11][CH2:10]2)O)[CH:6]=[CH:5][CH:4]=[CH:3][CH:2]=1.[F:21][C:22]([F:27])([F:26])[C:23]([OH:25])=[O:24], predict the reaction product. The product is: [F:21][C:22]([F:27])([F:26])[C:23]([OH:25])=[O:24].[C:1]1([C:7]([C:15]2[CH:20]=[CH:19][CH:18]=[CH:17][CH:16]=2)=[C:9]2[CH2:10][CH2:11][NH:12][CH2:13][CH2:14]2)[CH:2]=[CH:3][CH:4]=[CH:5][CH:6]=1.